Dataset: Reaction yield outcomes from USPTO patents with 853,638 reactions. Task: Predict the reaction yield, written as a fraction of the theoretical maximum amount of product (1.0 means a 100% yield; for example, 0.34 means a 34% yield). (1) The reactants are [S:1]1[C:5]2[CH:6]=[CH:7][CH:8]=[CH:9][C:4]=2[CH:3]=[C:2]1[C:10]([OH:12])=O.[NH2:13][CH2:14][CH2:15][CH2:16][OH:17]. No catalyst specified. The product is [OH:17][CH2:16][CH2:15][CH2:14][NH:13][C:10]([C:2]1[S:1][C:5]2[CH:6]=[CH:7][CH:8]=[CH:9][C:4]=2[CH:3]=1)=[O:12]. The yield is 0.523. (2) No catalyst specified. The yield is 0.780. The product is [C:27]([O:31][C:32]([N:34]1[CH2:39][CH2:38][N:37]([C:40]2[N:45]=[CH:44][C:43]([C:51]3[CH:50]=[CH:49][C:48]([Cl:47])=[C:53]([Cl:54])[CH:52]=3)=[CH:42][N:41]=2)[CH2:36][CH2:35]1)=[O:33])([CH3:30])([CH3:29])[CH3:28]. The reactants are C(OC(N1CCN(C2N=CC(C3C=CC(F)=CC=3)=CN=2)CC1)=O)(C)(C)C.[C:27]([O:31][C:32]([N:34]1[CH2:39][CH2:38][N:37]([C:40]2[N:45]=[CH:44][C:43](Br)=[CH:42][N:41]=2)[CH2:36][CH2:35]1)=[O:33])([CH3:30])([CH3:29])[CH3:28].[Cl:47][C:48]1[CH:49]=[C:50](B(O)O)[CH:51]=[CH:52][C:53]=1[Cl:54].